This data is from Full USPTO retrosynthesis dataset with 1.9M reactions from patents (1976-2016). The task is: Predict the reactants needed to synthesize the given product. (1) The reactants are: Br[C:2]1[O:11][CH2:10][C:9]2[CH:8]([N:12]([CH3:14])[CH3:13])[CH2:7][C:6]3=[CH:15][N:16]([Si:18]([CH:25]([CH3:27])[CH3:26])([CH:22]([CH3:24])[CH3:23])[CH:19]([CH3:21])[CH3:20])[CH:17]=[C:4]([C:5]=23)[CH:3]=1.[Li]CCCC.[CH3:33][S:34]SC. Given the product [CH3:14][N:12]([CH3:13])[CH:8]1[C:9]2[CH2:10][O:11][C:2]([S:34][CH3:33])=[CH:3][C:4]3=[CH:17][N:16]([Si:18]([CH:22]([CH3:24])[CH3:23])([CH:25]([CH3:27])[CH3:26])[CH:19]([CH3:20])[CH3:21])[CH:15]=[C:6]([C:5]=23)[CH2:7]1, predict the reactants needed to synthesize it. (2) Given the product [CH2:1]([N:8]1[CH2:12][CH2:11][CH:10]([C@H:13]2[CH2:15][C@@H:14]2[C:16]([O:18][C:19]([CH3:22])([CH3:21])[CH3:20])=[O:17])[CH2:9]1)[C:2]1[CH:3]=[CH:4][CH:5]=[CH:6][CH:7]=1, predict the reactants needed to synthesize it. The reactants are: [CH2:1]([N:8]1[CH2:12][CH2:11][CH:10]([C@@H:13]2[CH2:15][C@@H:14]2[C:16]([O:18][C:19]([CH3:22])([CH3:21])[CH3:20])=[O:17])[C:9]1=S)[C:2]1[CH:7]=[CH:6][CH:5]=[CH:4][CH:3]=1. (3) Given the product [C:12]1([C:11]2[NH:21][C:20](=[O:19])[NH:1][C:2]3[C:10]=2[CH:9]=[C:8]2[CH:7]=[CH:6][CH:5]=[C:4]2[CH:3]=3)[CH:17]=[CH:16][CH:15]=[CH:14][CH:13]=1, predict the reactants needed to synthesize it. The reactants are: [NH2:1][C:2]1[CH:3]=[C:4]2[C:8](=[CH:9][C:10]=1[C:11](=O)[C:12]1[CH:17]=[CH:16][CH:15]=[CH:14][CH:13]=1)[CH2:7][CH2:6][CH2:5]2.[O-:19][C:20]#[N:21].[Na+]. (4) Given the product [CH3:11][N:12]1[C:16]([CH3:17])=[C:15]([C:2]2[CH:3]=[C:4]([CH2:8][CH2:9][NH2:10])[CH:5]=[CH:6][CH:7]=2)[C:14]([CH3:27])=[N:13]1, predict the reactants needed to synthesize it. The reactants are: Br[C:2]1[CH:3]=[C:4]([CH2:8][CH2:9][NH2:10])[CH:5]=[CH:6][CH:7]=1.[CH3:11][N:12]1[C:16]([CH3:17])=[C:15](B2OC(C)(C)C(C)(C)O2)[C:14]([CH3:27])=[N:13]1.C([O-])([O-])=O.[K+].[K+]. (5) Given the product [CH:22]([C:24]1[CH:31]=[CH:30][C:27]([CH2:28][Br:1])=[CH:26][CH:25]=1)=[CH2:23], predict the reactants needed to synthesize it. The reactants are: [Br:1]Br.C1(P(C2C=CC=CC=2)C2C=CC=CC=2)C=CC=CC=1.[CH:22]([C:24]1[CH:31]=[CH:30][C:27]([CH2:28]O)=[CH:26][CH:25]=1)=[CH2:23].